Dataset: Forward reaction prediction with 1.9M reactions from USPTO patents (1976-2016). Task: Predict the product of the given reaction. (1) Given the reactants [NH2:1][C:2]1[S:3][CH:4]=[C:5]([CH2:7][O:8]/[N:9]=[C:10](/[C:16]2[CH:21]=[CH:20][CH:19]=[CH:18][CH:17]=2)\[C:11](=[NH:15])[N:12]([OH:14])[CH3:13])[N:6]=1.C(N(CC)CC)C.[C:29](Cl)(Cl)=[S:30], predict the reaction product. The product is: [NH2:1][C:2]1[S:3][CH:4]=[C:5]([CH2:7][O:8]/[N:9]=[C:10](/[C:16]2[CH:21]=[CH:20][CH:19]=[CH:18][CH:17]=2)\[C:11]2[N:12]([CH3:13])[O:14][C:29](=[S:30])[N:15]=2)[N:6]=1. (2) Given the reactants [N+:1]([C:4]1[CH:13]=[C:12]2[C:7]([C:8]([Br:15])=[N:9][NH:10][C:11]2=[O:14])=[CH:6][CH:5]=1)([O-:3])=[O:2].[H-].[Na+].Br[CH:19]([CH3:22])[CH2:20]O, predict the reaction product. The product is: [N+:1]([C:4]1[CH:13]=[C:12]2[C:7]([C:8]([Br:15])=[N:9][N:10]([CH:19]([CH3:22])[CH3:20])[C:11]2=[O:14])=[CH:6][CH:5]=1)([O-:3])=[O:2].